Predict the product of the given reaction. From a dataset of Forward reaction prediction with 1.9M reactions from USPTO patents (1976-2016). The product is: [CH3:1][O:2][C:3]1[C:4]([C:13]([OH:15])=[O:14])=[CH:5][C:6]2[C:11]([CH:12]=1)=[CH:10][CH:9]=[CH:8][CH:7]=2. Given the reactants [CH3:1][O:2][C:3]1[C:4]([C:13]([O:15]C)=[O:14])=[CH:5][C:6]2[C:11]([CH:12]=1)=[CH:10][CH:9]=[CH:8][CH:7]=2.O.[OH-].[Na+].C(O)(=O)CC(CC(O)=O)(C(O)=O)O, predict the reaction product.